From a dataset of Full USPTO retrosynthesis dataset with 1.9M reactions from patents (1976-2016). Predict the reactants needed to synthesize the given product. (1) The reactants are: CC1(C)C(C)(C)OB([C:9]2[C:18]3[C:13](=[CH:14][CH:15]=[CH:16][CH:17]=3)[CH:12]=[CH:11][C:10]=2[CH3:19])O1.[Cl:21][C:22]1[CH:23]=[C:24]([CH2:28][N:29]2[CH:33]=[CH:32][N:31]=[C:30]2[CH3:34])[N:25]=[N:26][CH:27]=1. Given the product [ClH:21].[CH3:34][C:30]1[N:29]([CH2:28][C:24]2[N:25]=[N:26][CH:27]=[C:22]([C:9]3[C:18]4[C:13](=[CH:14][CH:15]=[CH:16][CH:17]=4)[CH:12]=[CH:11][C:10]=3[CH3:19])[CH:23]=2)[CH:33]=[CH:32][N:31]=1, predict the reactants needed to synthesize it. (2) Given the product [OH:1][C:2]1[CH:7]=[N:6][C:5]([C:8]2[CH:9]=[C:10]([CH:14]=[CH:15][CH:16]=2)[C:11]([O:13][CH3:21])=[O:12])=[N:4][CH:3]=1, predict the reactants needed to synthesize it. The reactants are: [OH:1][C:2]1[CH:3]=[N:4][C:5]([C:8]2[CH:9]=[C:10]([CH:14]=[CH:15][CH:16]=2)[C:11]([OH:13])=[O:12])=[N:6][CH:7]=1.S(Cl)(Cl)=O.[CH3:21]O. (3) Given the product [CH2:1]([O:3][C:4]([C@@H:6]1[CH2:10][CH:9]([O:11][Si:12]([C:15]([CH3:16])([CH3:18])[CH3:17])([CH3:13])[CH3:14])[CH2:8][C@H:7]1[CH2:19][O:20][C:23]1[N:22]=[N:21][C:26]([OH:27])=[CH:25][CH:24]=1)=[O:5])[CH3:2], predict the reactants needed to synthesize it. The reactants are: [CH2:1]([O:3][C:4]([C@@H:6]1[CH2:10][CH:9]([O:11][Si:12]([C:15]([CH3:18])([CH3:17])[CH3:16])([CH3:14])[CH3:13])[CH2:8][C@H:7]1[CH2:19][OH:20])=[O:5])[CH3:2].[N:21]1[C:26]([OH:27])=[CH:25][CH:24]=[C:23](O)[N:22]=1. (4) Given the product [Br:1][C:2]1[CH:13]=[CH:12][C:5]([O:6][CH2:7][C:8]([OH:10])=[O:9])=[C:4]([CH:14]=[C:15]2[S:19][C:18](=[N:20][C:21]3[CH:26]=[CH:25][C:24]([Cl:27])=[CH:23][CH:22]=3)[NH:17][C:16]2=[O:28])[CH:3]=1, predict the reactants needed to synthesize it. The reactants are: [Br:1][C:2]1[CH:13]=[CH:12][C:5]([O:6][CH2:7][C:8]([O:10]C)=[O:9])=[C:4]([CH:14]=[C:15]2[S:19][C:18](=[N:20][C:21]3[CH:26]=[CH:25][C:24]([Cl:27])=[CH:23][CH:22]=3)[NH:17][C:16]2=[O:28])[CH:3]=1.[OH-].[K+].O. (5) Given the product [CH3:7][C@@H:8]1[S:13][C:12]2[S:14][C:15]([S:17]([NH2:5])(=[O:19])=[O:18])=[CH:16][C:11]=2[C:10](=[O:21])[CH2:9]1, predict the reactants needed to synthesize it. The reactants are: C(=O)([O-])[O-].[NH4+:5].[NH4+].[CH3:7][C@@H:8]1[S:13][C:12]2[S:14][C:15]([S:17](Cl)(=[O:19])=[O:18])=[CH:16][C:11]=2[C:10](=[O:21])[CH2:9]1.S(=O)(=O)(O)O. (6) Given the product [CH2:2]([O:9][C:10]1[CH:19]=[CH:18][CH:17]=[C:16]2[C:11]=1[CH2:12][CH2:13][CH2:14][CH:15]2[C:20]([N:22]([CH2:23][C:24]1[CH:25]=[N:26][N:27]([CH:38]([CH3:40])[CH3:39])[CH:28]=1)[C:29]1[CH:30]=[N:31][C:32]([CH:35]([CH3:37])[CH3:36])=[CH:33][CH:34]=1)=[O:21])[C:3]1[CH:8]=[CH:7][CH:6]=[CH:5][CH:4]=1, predict the reactants needed to synthesize it. The reactants are: Cl.[CH2:2]([O:9][C:10]1[CH:19]=[CH:18][CH:17]=[C:16]2[C:11]=1[CH2:12][CH2:13][CH2:14][CH:15]2[C:20]([N:22]([C:29]1[CH:30]=[N:31][C:32]([CH:35]([CH3:37])[CH3:36])=[CH:33][CH:34]=1)[CH2:23][C:24]1[CH:25]=[N:26][NH:27][CH:28]=1)=[O:21])[C:3]1[CH:8]=[CH:7][CH:6]=[CH:5][CH:4]=1.[CH:38](I)([CH3:40])[CH3:39]. (7) The reactants are: CC(C)([O-])C.[K+].[OH:7][CH:8]1[CH2:13][CH2:12][N:11]([C:14]([O:16][C:17]([CH3:20])([CH3:19])[CH3:18])=[O:15])[CH2:10][CH2:9]1.[Cl:21][C:22]1[C:27]([CH3:28])=[C:26](Cl)[N:25]=[CH:24][N:23]=1. Given the product [Cl:21][C:22]1[N:23]=[CH:24][N:25]=[C:26]([O:7][CH:8]2[CH2:9][CH2:10][N:11]([C:14]([O:16][C:17]([CH3:20])([CH3:19])[CH3:18])=[O:15])[CH2:12][CH2:13]2)[C:27]=1[CH3:28], predict the reactants needed to synthesize it.